Dataset: TCR-epitope binding with 47,182 pairs between 192 epitopes and 23,139 TCRs. Task: Binary Classification. Given a T-cell receptor sequence (or CDR3 region) and an epitope sequence, predict whether binding occurs between them. (1) The TCR CDR3 sequence is CASSPLGYTDTQYF. Result: 1 (the TCR binds to the epitope). The epitope is QARQMVQAMRTIGTHP. (2) The epitope is YLNTLTLAV. The TCR CDR3 sequence is CASSFGQALEQYF. Result: 1 (the TCR binds to the epitope). (3) The epitope is FTYASALWEI. The TCR CDR3 sequence is CASSLIRTLSVYEQFF. Result: 0 (the TCR does not bind to the epitope). (4) The epitope is RQLLFVVEV. The TCR CDR3 sequence is CASSRTQGDYEQYF. Result: 1 (the TCR binds to the epitope). (5) The epitope is EEHVQIHTI. The TCR CDR3 sequence is CASSLAVDRGGYGYTF. Result: 0 (the TCR does not bind to the epitope). (6) The epitope is VVYRGTTTY. The TCR CDR3 sequence is CASSNLRWKGRGYTF. Result: 0 (the TCR does not bind to the epitope).